This data is from Reaction yield outcomes from USPTO patents with 853,638 reactions. The task is: Predict the reaction yield, written as a fraction of the theoretical maximum amount of product (1.0 means a 100% yield; for example, 0.34 means a 34% yield). The reactants are [C:1]1([CH3:10])[CH:6]=[CH:5][CH:4]=[C:3]([N:7]=[C:8]=[O:9])[CH:2]=1.Cl.[NH2:12][CH2:13][C:14]1[CH:22]=[CH:21][CH:20]=[C:19]2[C:15]=1[C:16](=[O:32])[N:17]([CH:24]1[CH2:29][CH2:28][C:27](=[O:30])[NH:26][C:25]1=[O:31])[C:18]2=[O:23].C(N(CC)CC)C. The catalyst is C1COCC1. The product is [O:31]=[C:25]1[CH:24]([N:17]2[C:16](=[O:32])[C:15]3[C:19](=[CH:20][CH:21]=[CH:22][C:14]=3[CH2:13][NH:12][C:8]([NH:7][C:3]3[CH:2]=[C:1]([CH3:10])[CH:6]=[CH:5][CH:4]=3)=[O:9])[C:18]2=[O:23])[CH2:29][CH2:28][C:27](=[O:30])[NH:26]1. The yield is 0.760.